From a dataset of Forward reaction prediction with 1.9M reactions from USPTO patents (1976-2016). Predict the product of the given reaction. (1) The product is: [Br:9][C:10]1[CH:15]=[CH:14][C:13]([S:16]([NH:6][C@@H:3]([CH2:4][CH3:5])[C:2]([F:8])([F:7])[F:1])(=[O:18])=[O:17])=[C:12]([F:20])[C:11]=1[CH:21]([F:22])[F:23]. Given the reactants [F:1][C:2]([F:8])([F:7])[C@@H:3]([NH2:6])[CH2:4][CH3:5].[Br:9][C:10]1[CH:15]=[CH:14][C:13]([S:16](Cl)(=[O:18])=[O:17])=[C:12]([F:20])[C:11]=1[CH:21]([F:23])[F:22].Cl, predict the reaction product. (2) The product is: [CH2:1]([N:8]1[CH2:9][C:10]2[CH:11]=[C:12]([O:19][CH3:20])[CH:13]=[CH:14][C:15]=2[NH:21][C:16](=[O:18])[CH2:17]1)[C:2]1[CH:7]=[CH:6][CH:5]=[CH:4][CH:3]=1. Given the reactants [CH2:1]([N:8]1[CH2:17][C:16](=[O:18])[C:15]2[C:10](=[CH:11][C:12]([O:19][CH3:20])=[CH:13][CH:14]=2)[CH2:9]1)[C:2]1[CH:7]=[CH:6][CH:5]=[CH:4][CH:3]=1.[N-:21]=[N+]=[N-].[Na+].O.[OH-].[Na+], predict the reaction product. (3) Given the reactants [OH:1][CH2:2][C:3]#[C:4][C:5]1[CH:10]=[CH:9][C:8]([S:11]([NH:14][CH2:15][C:16]2[CH:30]=[CH:29][C:19]([C:20]([NH:22][C:23]3[CH:24]=[N:25][CH:26]=[CH:27][CH:28]=3)=[O:21])=[CH:18][CH:17]=2)(=[O:13])=[O:12])=[CH:7][CH:6]=1, predict the reaction product. The product is: [OH:1][CH2:2][CH2:3][CH2:4][C:5]1[CH:6]=[CH:7][C:8]([S:11]([NH:14][CH2:15][C:16]2[CH:30]=[CH:29][C:19]([C:20]([NH:22][C:23]3[CH:24]=[N:25][CH:26]=[CH:27][CH:28]=3)=[O:21])=[CH:18][CH:17]=2)(=[O:13])=[O:12])=[CH:9][CH:10]=1. (4) Given the reactants C([N:8]1[CH2:13][CH2:12][N:11]([CH2:14][CH2:15][CH2:16][C:17]([C:27]#[N:28])([C:21]2[CH:26]=[CH:25][CH:24]=[CH:23][CH:22]=2)[CH:18]([CH3:20])[CH3:19])[CH2:10][CH:9]1[C:29]([O:31][CH2:32][CH3:33])=[O:30])C1C=CC=CC=1.[H][H], predict the reaction product. The product is: [C:27]([C:17]([C:21]1[CH:26]=[CH:25][CH:24]=[CH:23][CH:22]=1)([CH:18]([CH3:20])[CH3:19])[CH2:16][CH2:15][CH2:14][N:11]1[CH2:12][CH2:13][NH:8][CH:9]([C:29]([O:31][CH2:32][CH3:33])=[O:30])[CH2:10]1)#[N:28]. (5) Given the reactants [F:1][C:2]1[CH:9]=[C:8]([C:10]([F:13])([F:12])[F:11])[CH:7]=[CH:6][C:3]=1[CH:4]=O.[CH3:14][C:15]([S@:18]([NH2:20])=[O:19])([CH3:17])[CH3:16], predict the reaction product. The product is: [F:1][C:2]1[CH:9]=[C:8]([C:10]([F:13])([F:12])[F:11])[CH:7]=[CH:6][C:3]=1/[CH:4]=[N:20]/[S@@:18]([C:15]([CH3:17])([CH3:16])[CH3:14])=[O:19]. (6) Given the reactants [CH3:1][C:2]1[O:6][N:5]=[C:4]([C:7]2[CH:12]=[CH:11][N:10]=[CH:9][N:8]=2)[C:3]=1[CH2:13][O:14][C:15]1[CH:23]=[CH:22][C:18]([C:19]([OH:21])=O)=[CH:17][N:16]=1.[CH2:24]([NH2:26])[CH3:25], predict the reaction product. The product is: [CH2:24]([NH:26][C:19](=[O:21])[C:18]1[CH:22]=[CH:23][C:15]([O:14][CH2:13][C:3]2[C:4]([C:7]3[CH:12]=[CH:11][N:10]=[CH:9][N:8]=3)=[N:5][O:6][C:2]=2[CH3:1])=[N:16][CH:17]=1)[CH3:25]. (7) Given the reactants [NH2:1][C:2]1[CH:7]=[CH:6][C:5]([C:8]2([CH:14]([CH3:16])[CH3:15])[CH2:12][NH:11][C:10](=[O:13])[CH2:9]2)=[CH:4][CH:3]=1.C(N(CC)CC)C.[I:24]I, predict the reaction product. The product is: [NH2:1][C:2]1[CH:3]=[CH:4][C:5]([C:8]2([CH:14]([CH3:16])[CH3:15])[CH2:12][NH:11][C:10](=[O:13])[CH2:9]2)=[CH:6][C:7]=1[I:24].